This data is from Forward reaction prediction with 1.9M reactions from USPTO patents (1976-2016). The task is: Predict the product of the given reaction. (1) Given the reactants [NH2:1][C:2](=[O:19])[CH2:3][NH:4][C:5]([C:7]1[CH:8]=[N:9][N:10]2[CH:15]=[C:14](B(O)O)[CH:13]=[N:12][C:11]=12)=[O:6].Br[CH2:21][C:22]1[CH:27]=[C:26]([Cl:28])[CH:25]=[CH:24][C:23]=1[Cl:29].C([O-])([O-])=O.[K+].[K+].CC(O)=O, predict the reaction product. The product is: [NH2:1][C:2](=[O:19])[CH2:3][NH:4][C:5]([C:7]1[CH:8]=[N:9][N:10]2[CH:15]=[C:14]([CH2:21][C:22]3[CH:27]=[C:26]([Cl:28])[CH:25]=[CH:24][C:23]=3[Cl:29])[CH:13]=[N:12][C:11]=12)=[O:6]. (2) Given the reactants [F:1][C:2]1[CH:3]=[CH:4][C:5]([C:8]2[C:12]([CH2:13][NH:14][C:15]3[CH:19]=[C:18]([C:20]([OH:22])=O)[N:17]([CH3:23])[N:16]=3)=[C:11]([CH3:24])[O:10][N:9]=2)=[N:6][CH:7]=1.[NH2:25][CH:26]1[CH2:31][CH2:30][O:29][CH2:28][CH2:27]1, predict the reaction product. The product is: [F:1][C:2]1[CH:3]=[CH:4][C:5]([C:8]2[C:12]([CH2:13][NH:14][C:15]3[CH:19]=[C:18]([C:20]([NH:25][CH:26]4[CH2:31][CH2:30][O:29][CH2:28][CH2:27]4)=[O:22])[N:17]([CH3:23])[N:16]=3)=[C:11]([CH3:24])[O:10][N:9]=2)=[N:6][CH:7]=1. (3) Given the reactants [CH:1]1([C:4]2[NH:8][C:7]3[C:9]([OH:16])=[CH:10][CH:11]=[C:12]([C:13]([OH:15])=O)[C:6]=3[N:5]=2)[CH2:3][CH2:2]1.[NH2:17][CH2:18][CH:19]([OH:22])[CH2:20][OH:21], predict the reaction product. The product is: [CH:1]1([C:4]2[NH:5][C:6]3[C:12]([C:13]([NH:17][CH2:18][CH:19]([OH:22])[CH2:20][OH:21])=[O:15])=[CH:11][CH:10]=[C:9]([OH:16])[C:7]=3[N:8]=2)[CH2:2][CH2:3]1. (4) Given the reactants [Br:1][C:2]1[C:8]([O:9][C:10]2[CH:15]=[CH:14][C:13]([F:16])=[CH:12][C:11]=2[F:17])=[CH:7][C:5]([NH2:6])=[C:4]([N+:18]([O-])=O)[CH:3]=1.C(O)(=O)C, predict the reaction product. The product is: [Br:1][C:2]1[CH:3]=[C:4]([NH2:18])[C:5]([NH2:6])=[CH:7][C:8]=1[O:9][C:10]1[CH:15]=[CH:14][C:13]([F:16])=[CH:12][C:11]=1[F:17]. (5) Given the reactants [CH3:1][CH:2]([CH3:34])[C:3]([NH:5][C:6]1[CH:11]=[CH:10][CH:9]=[C:8]([CH:12]2[CH2:17][CH2:16][N:15]([CH2:18][CH2:19][CH2:20][CH2:21][C:22](=O)[C:23]3[CH:28]=[CH:27][C:26]([C:29]([F:32])([F:31])[F:30])=[CH:25][CH:24]=3)[CH2:14][CH2:13]2)[CH:7]=1)=[O:4].Cl.[C:36]1([N:42]([C:44]2[CH:49]=[CH:48][CH:47]=[CH:46][CH:45]=2)N)[CH:41]=[CH:40][CH:39]=[CH:38][CH:37]=1, predict the reaction product. The product is: [CH3:1][CH:2]([CH3:34])[C:3]([NH:5][C:6]1[CH:11]=[CH:10][CH:9]=[C:8]([CH:12]2[CH2:17][CH2:16][N:15]([CH2:18][CH2:19][CH2:20][C:21]3[C:37]4[C:36](=[CH:41][CH:40]=[CH:39][CH:38]=4)[N:42]([C:44]4[CH:49]=[CH:48][CH:47]=[CH:46][CH:45]=4)[C:22]=3[C:23]3[CH:24]=[CH:25][C:26]([C:29]([F:30])([F:32])[F:31])=[CH:27][CH:28]=3)[CH2:14][CH2:13]2)[CH:7]=1)=[O:4]. (6) Given the reactants Br[C:2]1[C:3]([C:9]2[CH:14]=[CH:13][N:12]=[C:11]([S:15][CH3:16])[N:10]=2)=[N:4][N:5]([CH2:7][CH3:8])[CH:6]=1.[OH-].[Na+].C(I)C, predict the reaction product. The product is: [CH2:7]([N:5]1[CH:6]=[CH:2][C:3]([C:9]2[CH:14]=[CH:13][N:12]=[C:11]([S:15][CH3:16])[N:10]=2)=[N:4]1)[CH3:8]. (7) Given the reactants [F:1][C:2]1[CH:3]=[C:4]([N:16]2[C@H:20]([CH2:21][O:22][CH3:23])[CH2:19][O:18][C:17]2=[O:24])[CH:5]=[CH:6][C:7]=1[C:8]([N:10]1[CH2:15][CH2:14][NH:13][CH2:12][CH2:11]1)=[O:9].Cl[C:26]1[C:31]([Cl:32])=[CH:30][C:29]([Cl:33])=[CH:28][N:27]=1, predict the reaction product. The product is: [Cl:32][C:31]1[C:26]([N:13]2[CH2:14][CH2:15][N:10]([C:8]([C:7]3[CH:6]=[CH:5][C:4]([N:16]4[C@H:20]([CH2:21][O:22][CH3:23])[CH2:19][O:18][C:17]4=[O:24])=[CH:3][C:2]=3[F:1])=[O:9])[CH2:11][CH2:12]2)=[N:27][CH:28]=[C:29]([Cl:33])[CH:30]=1. (8) Given the reactants CC1NC(C2C=C(C=CC=2C)C(O)=O)=C(C)N=1.[C:18]([C:20]1[N:21]=[C:22]([C:36]2([CH3:40])[CH2:39][O:38][CH2:37]2)[NH:23][C:24]=1[C:25]1[CH:26]=[C:27]([CH:32]=[CH:33][C:34]=1[CH3:35])[C:28]([O:30]C)=[O:29])#[N:19].CC1NC(C2C=C(C=CC=2C)C(OC)=O)=C(C)N=1, predict the reaction product. The product is: [C:18]([C:20]1[N:21]=[C:22]([C:36]2([CH3:40])[CH2:39][O:38][CH2:37]2)[NH:23][C:24]=1[C:25]1[CH:26]=[C:27]([CH:32]=[CH:33][C:34]=1[CH3:35])[C:28]([OH:30])=[O:29])#[N:19].